Dataset: Forward reaction prediction with 1.9M reactions from USPTO patents (1976-2016). Task: Predict the product of the given reaction. (1) Given the reactants C[N:2]([CH3:24])/[CH:3]=[CH:4]/[C:5](=[C:19]([C:22]#[N:23])[C:20]#[N:21])[C:6]1[CH:15]=[CH:14][C:13]2[C:8](=[CH:9][CH:10]=[C:11]([N:16]([CH3:18])[CH3:17])[CH:12]=2)[CH:7]=1.NC[CH2:27][OH:28], predict the reaction product. The product is: [CH3:17][N:16]([CH3:18])[C:11]1[CH:12]=[C:13]2[C:8](=[CH:9][CH:10]=1)[CH:7]=[C:6]([C:5](=[C:19]([C:20]#[N:21])[C:22]#[N:23])/[CH:4]=[CH:3]\[NH:2][CH2:24][CH2:27][OH:28])[CH:15]=[CH:14]2. (2) Given the reactants Cl[C:2]1[CH:3]=[CH:4][C:5]2[O:14][CH2:13][CH2:12][C:11]3[CH:10]=[C:9]([C:15]4[N:16]([C:20]5[CH:25]=[CH:24][C:23]([F:26])=[CH:22][C:21]=5[F:27])[N:17]=[CH:18][N:19]=4)[S:8][C:7]=3[C:6]=2[N:28]=1.CC1(C)C(C)(C)OB([C:37]2[CH:38]=[CH:39][C:40]([NH:43][C:44](=[O:46])[CH3:45])=[N:41][CH:42]=2)O1.C([O-])([O-])=O.[Cs+].[Cs+], predict the reaction product. The product is: [F:27][C:21]1[CH:22]=[C:23]([F:26])[CH:24]=[CH:25][C:20]=1[N:16]1[C:15]([C:9]2[S:8][C:7]3[C:6]4[N:28]=[C:2]([C:37]5[CH:38]=[CH:39][C:40]([NH:43][C:44](=[O:46])[CH3:45])=[N:41][CH:42]=5)[CH:3]=[CH:4][C:5]=4[O:14][CH2:13][CH2:12][C:11]=3[CH:10]=2)=[N:19][CH:18]=[N:17]1. (3) Given the reactants [C:1]([O:5][C:6]([NH:8][C@H:9]([C:11]1[CH:20]=[CH:19][C:14]([C:15](OC)=[O:16])=[CH:13][CH:12]=1)[CH3:10])=[O:7])([CH3:4])([CH3:3])[CH3:2].[H-].[H-].[H-].[H-].[Li+].[Al+3].CCOC(C)=O.CCCCCCC, predict the reaction product. The product is: [OH:16][CH2:15][C:14]1[CH:13]=[CH:12][C:11]([C@@H:9]([NH:8][C:6](=[O:7])[O:5][C:1]([CH3:4])([CH3:3])[CH3:2])[CH3:10])=[CH:20][CH:19]=1. (4) Given the reactants [Cl:1][C:2]1[CH:7]=[CH:6][C:5]([NH:8][C:9]2[S:10][CH:11]=[C:12]([C:14]([OH:16])=[O:15])[N:13]=2)=[CH:4][C:3]=1[O:17][CH3:18].[Cl:19][C:20]1[CH:28]=[C:27]([Cl:29])[CH:26]=[CH:25][C:21]=1[C:22](Cl)=[O:23].C(=O)([O-])[O-].[K+].[K+], predict the reaction product. The product is: [Cl:19][C:20]1[CH:28]=[C:27]([Cl:29])[CH:26]=[CH:25][C:21]=1[C:22]([N:8]([C:5]1[CH:6]=[CH:7][C:2]([Cl:1])=[C:3]([O:17][CH3:18])[CH:4]=1)[C:9]1[S:10][CH:11]=[C:12]([C:14]([OH:16])=[O:15])[N:13]=1)=[O:23]. (5) Given the reactants [F:1][C:2]1[CH:21]=[CH:20][C:5]([C:6]([NH:8][C:9]2[N:14]=[CH:13][C:12]([CH:15]([CH3:19])[C:16]([OH:18])=O)=[CH:11][CH:10]=2)=[O:7])=[CH:4][CH:3]=1.ON1C2C=CC=CC=2N=N1.C(N=C=NCCCN(C)C)C.C(N(CC)CC)C.[Cl:50][C:51]1[CH:52]=[C:53]([N:57]2[C:61]([CH2:62][NH2:63])=[CH:60][C:59]([C:64]([F:67])([F:66])[F:65])=[N:58]2)[CH:54]=[CH:55][CH:56]=1, predict the reaction product. The product is: [Cl:50][C:51]1[CH:52]=[C:53]([N:57]2[C:61]([CH2:62][NH:63][C:16](=[O:18])[CH:15]([C:12]3[CH:11]=[CH:10][C:9]([NH:8][C:6](=[O:7])[C:5]4[CH:4]=[CH:3][C:2]([F:1])=[CH:21][CH:20]=4)=[N:14][CH:13]=3)[CH3:19])=[CH:60][C:59]([C:64]([F:65])([F:66])[F:67])=[N:58]2)[CH:54]=[CH:55][CH:56]=1. (6) Given the reactants [NH2:1][C:2]1[C:21]([C:22]2[CH:27]=[CH:26][CH:25]=[CH:24][N:23]=2)=[C:5]2[NH:6][C:7]([C:11]3[CH:12]=[C:13]4[C:17](=[CH:18][CH:19]=3)[N:16]([CH3:20])[N:15]=[CH:14]4)=[CH:8][C:9](=[O:10])[N:4]2[N:3]=1.[C:28](OC(=O)C)(=[O:30])[CH3:29], predict the reaction product. The product is: [CH3:20][N:16]1[C:17]2[C:13](=[CH:12][C:11]([C:7]3[NH:6][C:5]4[N:4]([N:3]=[C:2]([NH:1][C:28](=[O:30])[CH3:29])[C:21]=4[C:22]4[CH:27]=[CH:26][CH:25]=[CH:24][N:23]=4)[C:9](=[O:10])[CH:8]=3)=[CH:19][CH:18]=2)[CH:14]=[N:15]1. (7) Given the reactants N[CH:2]([CH2:10][CH3:11])[C:3]([O:5][C:6]([CH3:9])([CH3:8])[CH3:7])=[O:4].[N:12]([CH:15]([CH2:21][CH2:22]Br)[C:16]([O:18][CH2:19][CH3:20])=[O:17])=[N+:13]=[N-:14].C([N:26](CC)CC)C, predict the reaction product. The product is: [N:12]([CH:15]([CH2:21][CH2:22][NH:26][CH2:11][CH2:10][CH2:2][C:3]([O:5][C:6]([CH3:9])([CH3:8])[CH3:7])=[O:4])[C:16]([O:18][CH2:19][CH3:20])=[O:17])=[N+:13]=[N-:14].